From a dataset of Forward reaction prediction with 1.9M reactions from USPTO patents (1976-2016). Predict the product of the given reaction. The product is: [F:20][CH:16]([F:21])[O:14][C:10]1[CH:11]=[N:12][C:13]2[C:8]([CH:9]=1)=[CH:7][CH:6]=[CH:5][C:4]=2[N+:1]([O-:3])=[O:2]. Given the reactants [N+:1]([C:4]1[CH:5]=[CH:6][CH:7]=[C:8]2[C:13]=1[N:12]=[CH:11][C:10]([OH:14])=[CH:9]2)([O-:3])=[O:2].Cl[C:16]([F:21])([F:20])C([O-])=O.[Na+].C(=O)([O-])[O-].[Na+].[Na+].ClCCl, predict the reaction product.